From a dataset of Catalyst prediction with 721,799 reactions and 888 catalyst types from USPTO. Predict which catalyst facilitates the given reaction. Reactant: [NH2:1][CH2:2][CH2:3][C@@:4]1([C:27]2[CH:32]=[CH:31][C:30]([F:33])=[CH:29][CH:28]=2)[O:9][C:8](=[O:10])[N:7]([C@H:11]([C:13]2[CH:18]=[CH:17][C:16]([C:19]3[CH:24]=[CH:23][C:22]([F:25])=[CH:21][C:20]=3[F:26])=[CH:15][CH:14]=2)[CH3:12])[CH2:6][CH2:5]1.CCN(CC)CC.Cl[C:42]([O:44][CH3:45])=[O:43].O. Product: [F:26][C:20]1[CH:21]=[C:22]([F:25])[CH:23]=[CH:24][C:19]=1[C:16]1[CH:15]=[CH:14][C:13]([C@@H:11]([N:7]2[CH2:6][CH2:5][C@:4]([CH2:3][CH2:2][NH:1][C:42](=[O:43])[O:44][CH3:45])([C:27]3[CH:28]=[CH:29][C:30]([F:33])=[CH:31][CH:32]=3)[O:9][C:8]2=[O:10])[CH3:12])=[CH:18][CH:17]=1. The catalyst class is: 79.